Dataset: Forward reaction prediction with 1.9M reactions from USPTO patents (1976-2016). Task: Predict the product of the given reaction. (1) Given the reactants [C:1]1([C:7]2[S:14][C:13]3[CH:12]=[N:11][N:10](C(=O)C)[C:9]=3[CH:8]=2)[CH:6]=[CH:5][CH:4]=[CH:3][CH:2]=1.C(O)C.Cl.C(=O)([O-])[O-].[K+].[K+], predict the reaction product. The product is: [C:1]1([C:7]2[S:14][C:13]3[CH:12]=[N:11][NH:10][C:9]=3[CH:8]=2)[CH:2]=[CH:3][CH:4]=[CH:5][CH:6]=1. (2) The product is: [NH2:16][C:10]1[CH:9]=[C:8]([CH:13]=[CH:12][C:11]=1[NH:14][CH3:15])[C:7]([NH:6][CH2:5][C:3](=[O:4])[N:2]([CH3:20])[CH3:1])=[O:19]. Given the reactants [CH3:1][N:2]([CH3:20])[C:3]([CH2:5][NH:6][C:7](=[O:19])[C:8]1[CH:13]=[CH:12][C:11]([NH:14][CH3:15])=[C:10]([N+:16]([O-])=O)[CH:9]=1)=[O:4], predict the reaction product. (3) Given the reactants C([O:3][C:4](=[O:16])[CH2:5][CH:6]1[CH2:14][CH:13]2[N:9]([C:10](=[O:15])[CH2:11][CH2:12]2)[CH2:8][CH2:7]1)C.[OH-].[Na+], predict the reaction product. The product is: [O:15]=[C:10]1[N:9]2[CH:13]([CH2:14][CH:6]([CH2:5][C:4]([OH:16])=[O:3])[CH2:7][CH2:8]2)[CH2:12][CH2:11]1. (4) Given the reactants C[O:2][C:3]([C:5]1[CH:13]=[C:12]2[C:8]([CH:9]=[CH:10][NH:11]2)=[CH:7][CH:6]=1)=O.[H-].[Al+3].[Li+].[H-].[H-].[H-], predict the reaction product. The product is: [OH:2][CH2:3][C:5]1[CH:13]=[C:12]2[C:8]([CH:9]=[CH:10][NH:11]2)=[CH:7][CH:6]=1.